Dataset: Catalyst prediction with 721,799 reactions and 888 catalyst types from USPTO. Task: Predict which catalyst facilitates the given reaction. (1) Reactant: C1(P(C2C=CC=CC=2)C2C=CC3C(=CC=CC=3)C=2C2C3C(=CC=CC=3)C=CC=2P(C2C=CC=CC=2)C2C=CC=CC=2)C=CC=CC=1.C(=O)([O-])[O-].[Cs+].[Cs+].Br[C:54]1[N:59]=[CH:58][CH:57]=[CH:56][N:55]=1.[CH3:60][O:61][C:62]([C:64]1[C:65]([S:70][CH2:71][C:72]2[CH:77]=[CH:76][C:75]([Cl:78])=[CH:74][CH:73]=2)=[N:66][S:67][C:68]=1[NH2:69])=[O:63]. Product: [CH3:60][O:61][C:62]([C:64]1[C:65]([S:70][CH2:71][C:72]2[CH:77]=[CH:76][C:75]([Cl:78])=[CH:74][CH:73]=2)=[N:66][S:67][C:68]=1[NH:69][C:54]1[N:59]=[CH:58][CH:57]=[CH:56][N:55]=1)=[O:63]. The catalyst class is: 101. (2) Reactant: [NH2:1][C:2]1[C:11]([S:12]CC2C=CC(OC)=CC=2)=[CH:10][C:5]([C:6]([O:8][CH3:9])=[O:7])=[C:4]([NH:22][C:23]2[CH:28]=[CH:27][CH:26]=[CH:25][C:24]=2[F:29])[C:3]=1[F:30].C(O)(C(F)(F)F)=O. Product: [NH2:1][C:2]1[C:11]([SH:12])=[CH:10][C:5]([C:6]([O:8][CH3:9])=[O:7])=[C:4]([NH:22][C:23]2[CH:28]=[CH:27][CH:26]=[CH:25][C:24]=2[F:29])[C:3]=1[F:30]. The catalyst class is: 520. (3) Reactant: Cl.[C:2]1(=[O:12])[C:6]2([CH2:11][CH2:10][NH:9][CH2:8][CH2:7]2)[CH2:5][CH2:4][NH:3]1.C(N(CC)CC)C.[Cl:20][C:21]1[CH:26]=[C:25]([C:27]([F:30])([F:29])[F:28])[CH:24]=[CH:23][C:22]=1[S:31](Cl)(=[O:33])=[O:32]. Product: [Cl:20][C:21]1[CH:26]=[C:25]([C:27]([F:29])([F:28])[F:30])[CH:24]=[CH:23][C:22]=1[S:31]([N:9]1[CH2:10][CH2:11][C:6]2([C:2](=[O:12])[NH:3][CH2:4][CH2:5]2)[CH2:7][CH2:8]1)(=[O:33])=[O:32]. The catalyst class is: 4. (4) Reactant: [F:1][CH:2]([F:8])[C:3](=O)[CH2:4][C:5]#[N:6].O.[NH2:10][NH2:11]. Product: [F:1][CH:2]([F:8])[C:3]1[NH:11][N:10]=[C:5]([NH2:6])[CH:4]=1. The catalyst class is: 14. (5) Reactant: C([O:8][C:9]1[CH:14]=[CH:13][C:12]([N:15]2[C:19]3=[N:20][CH:21]=[C:22]([C:24]#[N:25])[CH:23]=[C:18]3[N:17]([CH2:26][CH3:27])[C:16]2=[O:28])=[CH:11][CH:10]=1)C1C=CC=CC=1. Product: [CH2:26]([N:17]1[C:18]2[C:19](=[N:20][CH:21]=[C:22]([C:24]#[N:25])[CH:23]=2)[N:15]([C:12]2[CH:13]=[CH:14][C:9]([OH:8])=[CH:10][CH:11]=2)[C:16]1=[O:28])[CH3:27]. The catalyst class is: 99.